From a dataset of Catalyst prediction with 721,799 reactions and 888 catalyst types from USPTO. Predict which catalyst facilitates the given reaction. (1) Reactant: [Br:1][C:2]1[S:3][C:4]([C:8]([OH:10])=O)=[C:5]([CH3:7])[N:6]=1.Cl.C(N=C=N)C.C(N(C(C)C)CC)(C)C.ON1C2C=CC=CC=2N=N1.[CH2:36]([NH2:43])[C:37]1[CH:42]=[CH:41][CH:40]=[CH:39][CH:38]=1. Product: [CH2:36]([NH:43][C:8]([C:4]1[S:3][C:2]([Br:1])=[N:6][C:5]=1[CH3:7])=[O:10])[C:37]1[CH:42]=[CH:41][CH:40]=[CH:39][CH:38]=1. The catalyst class is: 7. (2) Product: [F:1][C:2]1[CH:7]=[C:6]([F:8])[C:5]([C:9](=[O:10])[NH:11][O:12][CH3:13])=[CH:4][C:3]=1[NH:14][C:15]1[C:20]2=[C:21]([CH:27]([CH3:28])[CH3:29])[C:22]([C:24]([N:51]=[N+:52]=[N-:53])=[O:26])=[CH:23][N:19]2[N:18]=[CH:17][N:16]=1. The catalyst class is: 12. Reactant: [F:1][C:2]1[CH:7]=[C:6]([F:8])[C:5]([C:9]([NH:11][O:12][CH3:13])=[O:10])=[CH:4][C:3]=1[NH:14][C:15]1[C:20]2=[C:21]([CH:27]([CH3:29])[CH3:28])[C:22]([C:24]([OH:26])=O)=[CH:23][N:19]2[N:18]=[CH:17][N:16]=1.C(N(CC)CC)C.C1(P([N:51]=[N+:52]=[N-:53])(C2C=CC=CC=2)=O)C=CC=CC=1. (3) Reactant: [NH2:1][C:2]1[CH:9]=[CH:8][C:5]([CH2:6][OH:7])=[CH:4][CH:3]=1.[OH-].[Na+].[C:20](O[C:20]([O:22][C:23]([CH3:26])(C)C)=[O:21])([O:22][C:23](C)(C)[CH3:26])=[O:21].O1CCO[CH2:29][CH2:28]1. Product: [OH:7][CH2:6][C:5]1[CH:8]=[CH:9][C:2]([NH:1][C:20](=[O:21])[O:22][CH2:23][CH2:26][CH2:28][CH3:29])=[CH:3][CH:4]=1. The catalyst class is: 69.